Dataset: NCI-60 drug combinations with 297,098 pairs across 59 cell lines. Task: Regression. Given two drug SMILES strings and cell line genomic features, predict the synergy score measuring deviation from expected non-interaction effect. (1) Drug 1: C1CCC(C1)C(CC#N)N2C=C(C=N2)C3=C4C=CNC4=NC=N3. Drug 2: C1=C(C(=O)NC(=O)N1)F. Cell line: OVCAR-5. Synergy scores: CSS=34.5, Synergy_ZIP=3.50, Synergy_Bliss=2.76, Synergy_Loewe=-5.12, Synergy_HSA=-0.0326. (2) Drug 1: CC1CCC2CC(C(=CC=CC=CC(CC(C(=O)C(C(C(=CC(C(=O)CC(OC(=O)C3CCCCN3C(=O)C(=O)C1(O2)O)C(C)CC4CCC(C(C4)OC)OCCO)C)C)O)OC)C)C)C)OC. Drug 2: CS(=O)(=O)OCCCCOS(=O)(=O)C. Cell line: HOP-62. Synergy scores: CSS=23.7, Synergy_ZIP=-6.59, Synergy_Bliss=-8.56, Synergy_Loewe=-71.4, Synergy_HSA=-3.12. (3) Drug 1: CC1OCC2C(O1)C(C(C(O2)OC3C4COC(=O)C4C(C5=CC6=C(C=C35)OCO6)C7=CC(=C(C(=C7)OC)O)OC)O)O. Drug 2: C1CC(CCC1OC2=C(C(=CC=C2)Cl)F)(CC3=NC(=CC=C3)NC4=NC=CS4)C(=O)O. Cell line: OVCAR3. Synergy scores: CSS=17.2, Synergy_ZIP=-10.8, Synergy_Bliss=-13.9, Synergy_Loewe=-10.5, Synergy_HSA=-8.65.